Predict the reactants needed to synthesize the given product. From a dataset of Full USPTO retrosynthesis dataset with 1.9M reactions from patents (1976-2016). (1) Given the product [CH2:17]([O:16][C:14](=[O:15])[C:13]([F:20])([F:19])[C:2]1[CH:3]=[C:4]2[C:9](=[CH:10][CH:11]=1)[N:8]=[CH:7][CH:6]=[CH:5]2)[CH3:18], predict the reactants needed to synthesize it. The reactants are: I[C:2]1[CH:3]=[C:4]2[C:9](=[CH:10][CH:11]=1)[N:8]=[CH:7][CH:6]=[CH:5]2.Br[C:13]([F:20])([F:19])[C:14]([O:16][CH2:17][CH3:18])=[O:15].[Cl-].[NH4+].C(OCC)(=O)C. (2) Given the product [CH3:1][O:2][C:3](=[O:18])[C:4]1[CH:9]=[C:8]([NH:20][CH3:19])[C:7]([C:11]([F:14])([F:13])[F:12])=[CH:6][C:5]=1[N+:15]([O-:17])=[O:16], predict the reactants needed to synthesize it. The reactants are: [CH3:1][O:2][C:3](=[O:18])[C:4]1[CH:9]=[C:8](F)[C:7]([C:11]([F:14])([F:13])[F:12])=[CH:6][C:5]=1[N+:15]([O-:17])=[O:16].[CH3:19][NH2:20].